The task is: Predict the reactants needed to synthesize the given product.. This data is from Full USPTO retrosynthesis dataset with 1.9M reactions from patents (1976-2016). (1) Given the product [Br:18][C:15]1[CH:16]=[CH:17][C:12]([NH:11][C:5]2[NH:6][C:7](=[O:32])[CH:8]=[CH:9][C:4]=2[C:3]([OH:2])=[O:20])=[C:13]([F:19])[CH:14]=1, predict the reactants needed to synthesize it. The reactants are: C[O:2][C:3](=[O:20])[C:4]1[CH:9]=[CH:8][C:7](Cl)=[N:6][C:5]=1[NH:11][C:12]1[CH:17]=[CH:16][C:15]([Br:18])=[CH:14][C:13]=1[F:19].BrC1C=CC(NC2N=C(Cl)C=CC=2C(O)=[O:32])=C(F)C=1.C[Si](C=[N+]=[N-])(C)C. (2) Given the product [Br:9][C:10]1[CH:15]=[CH:14][C:13]([C:16](=[N:7][OH:8])[C:17]([F:20])([F:19])[F:18])=[C:12]([OH:22])[CH:11]=1, predict the reactants needed to synthesize it. The reactants are: C([O-])(=O)C.[Na+].Cl.[NH2:7][OH:8].[Br:9][C:10]1[CH:15]=[CH:14][C:13]([C:16](=O)[C:17]([F:20])([F:19])[F:18])=[C:12]([OH:22])[CH:11]=1. (3) Given the product [C:25]([O:29][C:30]([N:32]1[CH2:37][CH2:36][CH:35]([CH2:38][NH:39][C:21]([C:18]2[CH:17]=[CH:16][C:15]([C:13]3[C:12]([CH3:24])=[CH:11][CH:10]=[C:9]([NH:8][C:6]([C:3]4[CH:4]=[CH:5][O:1][CH:2]=4)=[O:7])[CH:14]=3)=[CH:20][CH:19]=2)=[O:22])[CH2:34][CH2:33]1)=[O:31])([CH3:28])([CH3:27])[CH3:26], predict the reactants needed to synthesize it. The reactants are: [O:1]1[CH:5]=[CH:4][C:3]([C:6]([NH:8][C:9]2[CH:10]=[CH:11][C:12]([CH3:24])=[C:13]([C:15]3[CH:20]=[CH:19][C:18]([C:21](O)=[O:22])=[CH:17][CH:16]=3)[CH:14]=2)=[O:7])=[CH:2]1.[C:25]([O:29][C:30]([N:32]1[CH2:37][CH2:36][CH:35]([CH2:38][NH2:39])[CH2:34][CH2:33]1)=[O:31])([CH3:28])([CH3:27])[CH3:26].CN(C(ON1N=NC2C=CC=NC1=2)=[N+](C)C)C.F[P-](F)(F)(F)(F)F.C1C=CC2N(O)N=NC=2C=1.CCN(C(C)C)C(C)C. (4) Given the product [C:5]([O:16][CH2:28][C:22]1[CH:27]=[CH:26][CH:25]=[CH:24][CH:23]=1)(=[O:15])[CH2:6][CH2:7][CH2:8][CH2:9][CH2:10][CH2:11][CH2:12][CH:13]=[CH2:14], predict the reactants needed to synthesize it. The reactants are: S(Cl)(Cl)=O.[C:5]([OH:16])(=[O:15])[CH2:6][CH2:7][CH2:8][CH2:9][CH2:10][CH2:11][CH2:12][CH:13]=[CH2:14].CN(C)C=O.[C:22]1([CH3:28])[CH:27]=[CH:26][CH:25]=[CH:24][CH:23]=1. (5) Given the product [CH3:23][O:24][C:25]1[CH:26]=[C:27]([NH:31][C:32]2[C:41]3[C:36](=[C:37]([CH3:54])[CH:38]=[C:39]([S:42]([C:45]4[CH:50]=[CH:49][CH:48]=[C:47]([CH2:51][N:52]([C:7]([C:6]5[CH:10]=[CH:11][CH:12]=[C:4]([CH2:3][C:2](=[O:1])[CH3:13])[CH:5]=5)=[O:9])[CH3:53])[CH:46]=4)(=[O:43])=[O:44])[CH:40]=3)[N:35]=[CH:34][C:33]=2[C:55]([NH2:57])=[O:56])[CH:28]=[CH:29][CH:30]=1, predict the reactants needed to synthesize it. The reactants are: [O:1]=[C:2]([CH3:13])[CH2:3][C:4]1[CH:5]=[C:6]([CH:10]=[CH:11][CH:12]=1)[C:7]([OH:9])=O.CCN(C(C)C)C(C)C.[CH3:23][O:24][C:25]1[CH:26]=[C:27]([NH:31][C:32]2[C:41]3[C:36](=[C:37]([CH3:54])[CH:38]=[C:39]([S:42]([C:45]4[CH:50]=[CH:49][CH:48]=[C:47]([CH2:51][NH:52][CH3:53])[CH:46]=4)(=[O:44])=[O:43])[CH:40]=3)[N:35]=[CH:34][C:33]=2[C:55]([NH2:57])=[O:56])[CH:28]=[CH:29][CH:30]=1.CN(C(ON1N=NC2C=CC=NC1=2)=[N+](C)C)C.F[P-](F)(F)(F)(F)F.